Dataset: Catalyst prediction with 721,799 reactions and 888 catalyst types from USPTO. Task: Predict which catalyst facilitates the given reaction. Reactant: [Mg].C(Br)C.[CH3:5][C:6]1[CH2:7][CH:8]2[CH:12]([CH2:13][CH:14]=1)[C:11](=O)[O:10][C:9]2=[O:16].S(=O)(=O)(O)O. Product: [CH3:5][C:6]1[CH2:7][CH:8]2[CH:12]([CH2:11][O:10][C:9]2=[O:16])[CH2:13][CH:14]=1. The catalyst class is: 247.